This data is from Catalyst prediction with 721,799 reactions and 888 catalyst types from USPTO. The task is: Predict which catalyst facilitates the given reaction. Reactant: [N:1]1[CH:6]=[CH:5][CH:4]=[CH:3][C:2]=1[C:7]([CH2:9][C:10]([O:12]CC)=[O:11])=O.[N:15]([C:18]1[CH:23]=[CH:22][CH:21]=[CH:20][C:19]=1[F:24])=[N+:16]=[N-:17].[O-]CC.[Na+].[OH-].[Na+]. Product: [F:24][C:19]1[CH:20]=[CH:21][CH:22]=[CH:23][C:18]=1[N:15]1[C:7]([C:2]2[CH:3]=[CH:4][CH:5]=[CH:6][N:1]=2)=[C:9]([C:10]([OH:12])=[O:11])[N:17]=[N:16]1. The catalyst class is: 88.